Task: Binary Classification. Given a miRNA mature sequence and a target amino acid sequence, predict their likelihood of interaction.. Dataset: Experimentally validated miRNA-target interactions with 360,000+ pairs, plus equal number of negative samples (1) The miRNA is mmu-miR-124-3p with sequence UAAGGCACGCGGUGAAUGCC. The protein sequence of the target gene is MASTRAKPTLPLLLALVTVVIPGPGDAQVSIHPREAFLPQGGSVQVNCSSSCKEDLSLGLETQWLKDELESGPNWKLFELSEIGEDSSPLCFENCGTVQSSASATITVYSFPESVELRPLPAWQQVGKDLTLRCHVDGGAPRTQLSAVLLRGEEILSRQPVGGHPKDPKEITFTVLASRGDHGANFSCRTELDLRPQGLALFSNVSEARSLRTFDLPATIPKLDTPDLLEVGTQQKLFCSLEGLFPASEARIYLELGGQMPTQESTNSSDSVSATALVEVTEEFDRTLPLRCVLELADQI.... Result: 1 (interaction). (2) Result: 1 (interaction). The miRNA is mmu-miR-466d-5p with sequence UGUGUGUGCGUACAUGUACAUG. The protein sequence of the target gene is MLSKCLQHFLKATISHPYPASYSWLISKHRFYGTVPAAMLRRRVVITGIGLVTPLGVGTQLVWDRLLRGESGIVSVVGDEYKNIPCSVAAYVPRGPHEGQFNEENFVSKSDAKSMSSSTIMAVGAAELALKDSGWHPKREADQVATGVAIGMGMVPLEVISETALLFQTKGYNKVSPFFVPKILINMAAGQVSIRYKLKGPNHSVSTACTTGAHAVGDSFRFIAHGDADVMVAGGTDSCISPLSLAGFSRARALSSNPDPKLACRPFHPERDGFVMGEGAAVLVLEEHEHAVQRGARIYA.... (3) The miRNA is rno-let-7a-5p with sequence UGAGGUAGUAGGUUGUAUAGUU. The protein sequence of the target gene is MFPVKVKVEKSELEMAKARNQLDAVLQCLLEKSHMDRERLDEEAGKTPSDTHNKDCSIAATGKRPSARFPHQRRKKRREMDDGLAEGGPQRSNTYVIKLFDRSVDLAQFSENTPLYPICRAWMRNSPSVRERECSPSSPLPPLPEDEEGSEVTNSKSRDVYKLPPPTPPGPPGDACRSRIPSPLQPEMQGTPDDEPSEPEPSPSTLIYRNMQRWKRIRQRWKEASHRNQLRYSESMKILREMYERQ. Result: 0 (no interaction). (4) The protein sequence of the target gene is MNCRELPLTLWVLISVSTAESCTSRPHITVVEGEPFYLKHCSCSLAHEIETTTKSWYKSSGSQEHVELNPRSSSRIALHDCVLEFWPVELNDTGSYFFQMKNYTQKWKLNVIRRNKHSCFTERQVTSKIVEVKKFFQITCENSYYQTLVNSTSLYKNCKKLLLENNKNPTIKKNAEFEDQGYYSCVHFLHHNGKLFNITKTFNITIVEDRSNIVPVLLGPKLNHVAVELGKNVRLNCSALLNEEDVIYWMFGEENGSDPNIHEEKEMRIMTPEGKWHASKVLRIENIGESNLNVLYNCTV.... The miRNA is cfa-miR-539 with sequence GGAGAAAUUAUCCUUGGUGUGU. Result: 0 (no interaction). (5) The miRNA is bta-miR-181a with sequence AACAUUCAACGCUGUCGGUGAGUU. The protein sequence of the target gene is MAEAMDLGKDPNGPTHSSTLFVREDGSAMSFYVRPSSAKRRLSTLILHGGGTVCRVQEPGAVLLAQPGEALAEASGDFISTQYILDCVDRNEKLDLEAYRLGLTEQASDPKPGASTEGSTEPEPQPLTGRIAYTDAEDVAILTYVKENARSPSSVTGNALWKAMEKSSLTQHSWQSLKDRYLKHLRGQEHKYLLGNAPVSPSSQKLKRKAEQDPEAADSGEPQNKRAPDLPEEECVKGEIKENGEADNKLFEEAAPEFGEAVVDESPDFEIHITMCDGDPPTPEEDSETQPDEEEEEPKV.... Result: 0 (no interaction). (6) The miRNA is mmu-miR-1969 with sequence AAGAUGGAGACUUUAACAUGGGU. The protein sequence of the target gene is MAPHDPGSLTTLVPWAAALLLALGVERALALPEICTQCPGSVQNLSKVAFYCKTTRELMLHARCCLNQKGTILGLDLQNCSLEDPGPNFHQAHTTVIIDLQANPLKGDLANTFRGFTQLQTLILPQHVNCPGGINAWNTITSYIDNQICQGQKNLCNNTGDPEMCPENGSCVPDGPGLLQCVCADGFHGYKCMRQGSFSLLMFFGILGATTLSVSILLWATQRRKAKTS. Result: 0 (no interaction).